This data is from Forward reaction prediction with 1.9M reactions from USPTO patents (1976-2016). The task is: Predict the product of the given reaction. Given the reactants C1(=O)NC(=O)C2=CC=CC=C12.C1(P(C2C=CC=CC=2)C2C=CC=CC=2)C=CC=CC=1.[Cl:31][C:32]1[CH:40]=[C:39]2[C:35]([C:36]([C:61]#[N:62])=[C:37]([C:42]3[CH:43]=[N:44][CH:45]=[C:46]([CH:48]([N:50]4C(=O)C5C(=CC=CC=5)C4=O)[CH3:49])[CH:47]=3)[N:38]2[CH3:41])=[CH:34][CH:33]=1.P.O.NN.Cl, predict the reaction product. The product is: [NH2:50][CH:48]([C:46]1[CH:47]=[C:42]([C:37]2[N:38]([CH3:41])[C:39]3[C:35]([C:36]=2[C:61]#[N:62])=[CH:34][CH:33]=[C:32]([Cl:31])[CH:40]=3)[CH:43]=[N:44][CH:45]=1)[CH3:49].